Dataset: Reaction yield outcomes from USPTO patents with 853,638 reactions. Task: Predict the reaction yield, written as a fraction of the theoretical maximum amount of product (1.0 means a 100% yield; for example, 0.34 means a 34% yield). (1) The reactants are [CH2:1]([O:3][C:4](=[O:29])[C:5]([N:7]([CH2:19][C:20]1[CH:28]=[CH:27][C:23]([C:24]([OH:26])=O)=[CH:22][CH:21]=1)[CH2:8][C:9]1[CH:14]=[CH:13][C:12]([C:15]([F:18])([F:17])[F:16])=[CH:11][CH:10]=1)=[O:6])[CH3:2].Cl.[CH2:31]([C:35]1[O:36][C:37]2[CH:45]=[CH:44][CH:43]=[CH:42][C:38]=2[C:39]=1[CH2:40][NH2:41])[CH2:32][CH2:33][CH3:34].C1C=CC2N(O)N=NC=2C=1. The catalyst is C(Cl)Cl. The product is [CH2:1]([O:3][C:4](=[O:29])[C:5]([N:7]([CH2:19][C:20]1[CH:21]=[CH:22][C:23]([C:24]([NH:41][CH2:40][C:39]2[C:38]3[CH:42]=[CH:43][CH:44]=[CH:45][C:37]=3[O:36][C:35]=2[CH2:31][CH2:32][CH2:33][CH3:34])=[O:26])=[CH:27][CH:28]=1)[CH2:8][C:9]1[CH:10]=[CH:11][C:12]([C:15]([F:16])([F:17])[F:18])=[CH:13][CH:14]=1)=[O:6])[CH3:2]. The yield is 0.330. (2) The reactants are Cl[CH:2]([CH:8]1[CH2:13][CH2:12][CH2:11][CH2:10][CH2:9]1)[C:3]([O:5][CH2:6][CH3:7])=[O:4].[F:14][C:15]1[CH:20]=[CH:19][CH:18]=[CH:17][C:16]=1[N+:21]([O-:23])=[O:22].Cl. The catalyst is O. The product is [CH:8]1([CH:2]([C:19]2[CH:18]=[CH:17][C:16]([N+:21]([O-:23])=[O:22])=[C:15]([F:14])[CH:20]=2)[C:3]([O:5][CH2:6][CH3:7])=[O:4])[CH2:13][CH2:12][CH2:11][CH2:10][CH2:9]1. The yield is 0.490. (3) The reactants are I[C:2]1[C:10]2[C:5](=[CH:6][C:7]([CH:11]=[O:12])=[CH:8][CH:9]=2)[N:4]([CH2:13][O:14][CH2:15][CH2:16][Si:17]([CH3:20])([CH3:19])[CH3:18])[N:3]=1.CC1(C)C(C)(C)OB([C:29]2[CH:30]=[CH:31][C:32]([N:35]3[CH2:40][CH2:39][O:38][CH2:37][CH2:36]3)=[N:33][CH:34]=2)O1.C([O-])([O-])=O.[Na+].[Na+]. The catalyst is COCCOC.O.CCO.Cl[Pd](Cl)([P](C1C=CC=CC=1)(C1C=CC=CC=1)C1C=CC=CC=1)[P](C1C=CC=CC=1)(C1C=CC=CC=1)C1C=CC=CC=1. The product is [O:38]1[CH2:39][CH2:40][N:35]([C:32]2[N:33]=[CH:34][C:29]([C:2]3[C:10]4[C:5](=[CH:6][C:7]([CH:11]=[O:12])=[CH:8][CH:9]=4)[N:4]([CH2:13][O:14][CH2:15][CH2:16][Si:17]([CH3:20])([CH3:19])[CH3:18])[N:3]=3)=[CH:30][CH:31]=2)[CH2:36][CH2:37]1. The yield is 0.970. (4) The reactants are C(C1[CH:5]=[C:6]([F:11])[C:7]([Cl:10])=[N:8][CH:9]=1)C=C.C[N+]1([O-])CC[O:16]CC1.[CH2:20]1[CH2:24][O:23][CH2:22][CH2:21]1. The catalyst is O.[Os](=O)(=O)(=O)=O. The product is [Cl:10][C:7]1[N:8]=[CH:9][C:22]([CH2:21][CH:20]([OH:16])[CH2:24][OH:23])=[CH:5][C:6]=1[F:11]. The yield is 0.550. (5) The reactants are [F:1][C:2]1[CH:10]=[C:9]([CH3:11])[CH:8]=[CH:7][C:3]=1[C:4]([OH:6])=[O:5].C1C(=O)N([Br:19])C(=O)C1. The catalyst is C(Cl)(Cl)(Cl)Cl.CC(N=NC(C#N)(C)C)(C#N)C. The product is [Br:19][CH2:11][C:9]1[CH:8]=[CH:7][C:3]([C:4]([OH:6])=[O:5])=[C:2]([F:1])[CH:10]=1. The yield is 0.450. (6) The reactants are [Br:1][C:2]1[C:3]([Cl:11])=[C:4]2[CH:10]=[CH:9][NH:8][C:5]2=[N:6][CH:7]=1.[H-].[Na+].[C:14]1([S:20](Cl)(=[O:22])=[O:21])[CH:19]=[CH:18][CH:17]=[CH:16][CH:15]=1.O. The catalyst is CN(C=O)C. The product is [Br:1][C:2]1[C:3]([Cl:11])=[C:4]2[CH:10]=[CH:9][N:8]([S:20]([C:14]3[CH:19]=[CH:18][CH:17]=[CH:16][CH:15]=3)(=[O:22])=[O:21])[C:5]2=[N:6][CH:7]=1. The yield is 0.996.